Dataset: Peptide-MHC class II binding affinity with 134,281 pairs from IEDB. Task: Regression. Given a peptide amino acid sequence and an MHC pseudo amino acid sequence, predict their binding affinity value. This is MHC class II binding data. The peptide sequence is VLEWRFDSRLAFHHV. The MHC is DRB4_0101 with pseudo-sequence DRB4_0103. The binding affinity (normalized) is 0.233.